This data is from Full USPTO retrosynthesis dataset with 1.9M reactions from patents (1976-2016). The task is: Predict the reactants needed to synthesize the given product. Given the product [CH:45]1([C:2]2[N:3]([CH2:37][O:38][CH2:39][CH2:40][Si:41]([CH3:44])([CH3:43])[CH3:42])[N:4]=[C:5]3[C:10]=2[CH:9]=[C:8]([C:11]([F:12])([F:14])[F:13])[CH:7]=[C:6]3[CH2:15][O:16][CH2:17][C:18]2([C:31]3[CH:36]=[CH:35][CH:34]=[CH:33][CH:32]=3)[CH2:23][CH2:22][N:21]([C:24]([O:26][C:27]([CH3:28])([CH3:29])[CH3:30])=[O:25])[CH2:20][CH2:19]2)[CH2:47][CH2:46]1, predict the reactants needed to synthesize it. The reactants are: Br[C:2]1[N:3]([CH2:37][O:38][CH2:39][CH2:40][Si:41]([CH3:44])([CH3:43])[CH3:42])[N:4]=[C:5]2[C:10]=1[CH:9]=[C:8]([C:11]([F:14])([F:13])[F:12])[CH:7]=[C:6]2[CH2:15][O:16][CH2:17][C:18]1([C:31]2[CH:36]=[CH:35][CH:34]=[CH:33][CH:32]=2)[CH2:23][CH2:22][N:21]([C:24]([O:26][C:27]([CH3:30])([CH3:29])[CH3:28])=[O:25])[CH2:20][CH2:19]1.[CH:45]1(B(O)O)[CH2:47][CH2:46]1.